From a dataset of Full USPTO retrosynthesis dataset with 1.9M reactions from patents (1976-2016). Predict the reactants needed to synthesize the given product. (1) Given the product [Br:1][C:2]1[CH:7]=[CH:6][CH:5]=[CH:4][C:3]=1[O:8][CH:9]1[CH2:10][N:11]([C:13]2[N:18]=[N:17][C:16]([C:19]([NH:23][NH2:24])=[O:21])=[CH:15][CH:14]=2)[CH2:12]1, predict the reactants needed to synthesize it. The reactants are: [Br:1][C:2]1[CH:7]=[CH:6][CH:5]=[CH:4][C:3]=1[O:8][CH:9]1[CH2:12][N:11]([C:13]2[N:18]=[N:17][C:16]([C:19]([O:21]C)=O)=[CH:15][CH:14]=2)[CH2:10]1.[NH2:23][NH2:24]. (2) Given the product [NH2:19][CH2:18][CH2:17][C@H:16]([N:13]1[CH2:12][CH2:11][CH:10]([NH:9][C:6]2[CH:7]=[CH:8][C:3]([O:2][CH3:1])=[CH:4][CH:5]=2)[CH2:15][CH2:14]1)[CH3:20], predict the reactants needed to synthesize it. The reactants are: [CH3:1][O:2][C:3]1[CH:8]=[CH:7][C:6]([NH:9][CH:10]2[CH2:15][CH2:14][N:13]([C@H:16]([CH3:20])[CH2:17][C:18]#[N:19])[CH2:12][CH2:11]2)=[CH:5][CH:4]=1.